From a dataset of Forward reaction prediction with 1.9M reactions from USPTO patents (1976-2016). Predict the product of the given reaction. (1) Given the reactants [CH2:1]([N:8]1[CH2:13][CH2:12][C:11]([NH:18][C:19](=[O:36])[C:20]2[CH:25]=[CH:24][C:23]([O:26][CH2:27][CH2:28][CH2:29][N:30]3[CH2:34][CH2:33][CH2:32][CH:31]3[CH3:35])=[CH:22][CH:21]=2)([C:14](OC)=[O:15])[CH2:10][CH2:9]1)[C:2]1[CH:7]=[CH:6][CH:5]=[CH:4][CH:3]=1.[BH4-].[Li+].[OH-].[Na+].Cl.C(=O)([O-])[O-].[K+].[K+], predict the reaction product. The product is: [CH2:1]([N:8]1[CH2:13][CH2:12][C:11]([NH:18][C:19](=[O:36])[C:20]2[CH:21]=[CH:22][C:23]([O:26][CH2:27][CH2:28][CH2:29][N:30]3[CH2:34][CH2:33][CH2:32][CH:31]3[CH3:35])=[CH:24][CH:25]=2)([CH2:14][OH:15])[CH2:10][CH2:9]1)[C:2]1[CH:3]=[CH:4][CH:5]=[CH:6][CH:7]=1. (2) Given the reactants [F:1][C:2]1[CH:9]=[C:8]([O:10][CH3:11])[CH:7]=[CH:6][C:3]=1[CH:4]=O.[NH2:12][C:13]1[NH:17][N:16]=[CH:15][C:14]=1[C:18]#[N:19].[CH:20]1([N+:25]#[C-:26])[CH2:24][CH2:23][CH2:22][CH2:21]1.Cl(O)(=O)(=O)=O, predict the reaction product. The product is: [CH:20]1([NH:25][C:26]2[N:17]3[N:16]=[CH:15][C:14]([C:18]#[N:19])=[C:13]3[NH:12][C:4]=2[C:3]2[CH:6]=[CH:7][C:8]([O:10][CH3:11])=[CH:9][C:2]=2[F:1])[CH2:24][CH2:23][CH2:22][CH2:21]1. (3) Given the reactants [CH3:1][O:2][C:3]1[CH:8]=[CH:7][C:6]([CH:9]2[O:13][CH:12]([CH2:14][C:15]([OH:17])=[O:16])[C:11](=[C:18]=[CH2:19])[CH2:10]2)=[CH:5][CH:4]=1.C([O-])([O-])=O.[K+].[K+].[C:26]1(I)[CH:31]=[CH:30][CH:29]=[CH:28][CH:27]=1.O, predict the reaction product. The product is: [CH3:1][O:2][C:3]1[CH:8]=[CH:7][C:6]([CH:9]2[O:13][CH:12]3[C:11]([C:18]([C:26]4[CH:31]=[CH:30][CH:29]=[CH:28][CH:27]=4)=[CH2:19])([O:16][C:15](=[O:17])[CH2:14]3)[CH2:10]2)=[CH:5][CH:4]=1.